The task is: Regression/Classification. Given a drug SMILES string, predict its absorption, distribution, metabolism, or excretion properties. Task type varies by dataset: regression for continuous measurements (e.g., permeability, clearance, half-life) or binary classification for categorical outcomes (e.g., BBB penetration, CYP inhibition). Dataset: cyp3a4_veith.. This data is from CYP3A4 inhibition data for predicting drug metabolism from PubChem BioAssay. (1) The molecule is O=C(c1csnn1)N1CCC[C@@]2(CCN(Cc3cc(C(F)(F)F)cc(C(F)(F)F)c3)C2)C1. The result is 1 (inhibitor). (2) The compound is CN1CCC[C@@H]1c1cccnc1.O=C(O)[C@@H](O)[C@@H](O)C(=O)O.O=C(O)[C@@H](O)[C@@H](O)C(=O)O. The result is 0 (non-inhibitor). (3) The drug is CCN(CC)CCNC(=O)c1ccc(Cl)c(S(=O)(=O)Nc2ccccc2OC)c1. The result is 1 (inhibitor). (4) The molecule is COc1ccc(C2c3c(ncn(CCN4CCOCC4)c3=N)Oc3ccc4ccccc4c32)cc1OC. The result is 1 (inhibitor). (5) The compound is COc1cccc(-c2cncnc2NCc2ccccc2)c1. The result is 1 (inhibitor). (6) The compound is CCc1ccccc1NC(=O)C(C)n1nc([N+](=O)[O-])c(Br)c1C. The result is 1 (inhibitor).